Dataset: Peptide-MHC class II binding affinity with 134,281 pairs from IEDB. Task: Regression. Given a peptide amino acid sequence and an MHC pseudo amino acid sequence, predict their binding affinity value. This is MHC class II binding data. (1) The peptide sequence is AFKVAPTAANAAPAN. The MHC is DRB1_0701 with pseudo-sequence DRB1_0701. The binding affinity (normalized) is 0.598. (2) The peptide sequence is MVTQMAMTDTTPFGQQR. The MHC is DRB1_0101 with pseudo-sequence DRB1_0101. The binding affinity (normalized) is 0.572. (3) The peptide sequence is AEAPAAAAAPEEQVQ. The MHC is DRB1_1201 with pseudo-sequence DRB1_1201. The binding affinity (normalized) is 0.155. (4) The peptide sequence is YDKFLANVSTHLTGK. The MHC is DRB1_0405 with pseudo-sequence DRB1_0405. The binding affinity (normalized) is 0.632.